This data is from Peptide-MHC class I binding affinity with 185,985 pairs from IEDB/IMGT. The task is: Regression. Given a peptide amino acid sequence and an MHC pseudo amino acid sequence, predict their binding affinity value. This is MHC class I binding data. (1) The binding affinity (normalized) is 0. The MHC is HLA-B27:05 with pseudo-sequence HLA-B27:05. The peptide sequence is QAISPRTLNAW. (2) The peptide sequence is VSEKYTDMY. The MHC is HLA-B57:01 with pseudo-sequence HLA-B57:01. The binding affinity (normalized) is 0.0847.